This data is from Forward reaction prediction with 1.9M reactions from USPTO patents (1976-2016). The task is: Predict the product of the given reaction. (1) Given the reactants [C:1]([NH:8][C@H:9]([C:11]([OH:13])=O)[CH3:10])([O:3][C:4]([CH3:7])([CH3:6])[CH3:5])=[O:2].[NH:14]1[CH2:18][CH2:17][CH2:16][CH2:15]1, predict the reaction product. The product is: [C:1]([NH:8][C@H:9]([C:11]([N:14]1[CH2:18][CH2:17][CH2:16][CH2:15]1)=[O:13])[CH3:10])([O:3][C:4]([CH3:5])([CH3:6])[CH3:7])=[O:2]. (2) The product is: [C:31]([O:35][C:36]([N:38]1[CH2:43][CH2:42][O:41][C@H:40]([C@@H:44]([O:51][C:52]2[CH:57]=[CH:56][CH:55]=[C:54]([Cl:58])[C:53]=2[F:59])[C:45]2[CH:50]=[CH:49][CH:48]=[CH:47][CH:46]=2)[CH2:39]1)=[O:37])([CH3:34])([CH3:32])[CH3:33].[Cl:58][C:54]1[C:53]([F:59])=[C:52]([CH:57]=[CH:56][CH:55]=1)[O:51][C@@H:44]([C:45]1[CH:50]=[CH:49][CH:48]=[CH:47][CH:46]=1)[C@H:40]1[O:41][CH2:42][CH2:43][NH:38][CH2:39]1. Given the reactants C(OC(N1CCO[C@H]([C@@H](OC2C=CC(F)=CC=2Cl)C2C=CC=C(F)C=2)C1)=O)(C)(C)C.[C:31]([O:35][C:36]([N:38]1[CH2:43][CH2:42][O:41][C@H:40]([C@@H:44]([O:51][C:52]2[CH:57]=[CH:56][CH:55]=[C:54]([Cl:58])[C:53]=2[F:59])[C:45]2[CH:50]=[CH:49][CH:48]=[CH:47][CH:46]=2)[CH2:39]1)=[O:37])([CH3:34])([CH3:33])[CH3:32].FC(F)(F)C(O)=O, predict the reaction product.